Dataset: Full USPTO retrosynthesis dataset with 1.9M reactions from patents (1976-2016). Task: Predict the reactants needed to synthesize the given product. (1) Given the product [OH:16][CH2:17][C:18]1[CH:23]=[C:22]([C:2]2[CH:9]=[CH:8][CH:7]=[C:4]([C:5]#[N:6])[CH:3]=2)[CH:21]=[CH:20][CH:19]=1, predict the reactants needed to synthesize it. The reactants are: Br[C:2]1[CH:3]=[C:4]([CH:7]=[CH:8][CH:9]=1)[C:5]#[N:6].C(=O)([O-])[O-].[Na+].[Na+].[OH:16][CH2:17][C:18]1[CH:19]=[C:20](B(O)O)[CH:21]=[CH:22][CH:23]=1.O. (2) Given the product [CH3:29][N:2]([CH3:1])[C:3](=[O:4])[O:5][C:6]1[CH:11]=[CH:10][CH:9]=[C:8]([NH:12][C:13]([C:15]2([CH3:28])[CH2:16][CH2:17][NH:18][CH2:19][CH2:20]2)=[O:14])[CH:7]=1, predict the reactants needed to synthesize it. The reactants are: [CH3:1][N:2]([CH3:29])[C:3]([O:5][C:6]1[CH:7]=[C:8]([NH:12][C:13]([C:15]2([CH3:28])[CH2:20][CH2:19][N:18](C(OC(C)(C)C)=O)[CH2:17][CH2:16]2)=[O:14])[CH:9]=[CH:10][CH:11]=1)=[O:4].Cl. (3) Given the product [Cl:1][C:2]1[S:3][C:4]([C:14]2[CH:15]=[CH:16][CH:17]=[CH:18][C:13]=2[F:12])=[C:5]2[C:9](=[O:10])[CH2:8][CH2:7][C:6]=12, predict the reactants needed to synthesize it. The reactants are: [Cl:1][C:2]1[S:3][C:4](Cl)=[C:5]2[C:9](=[O:10])[CH2:8][CH2:7][C:6]=12.[F:12][C:13]1[CH:18]=[CH:17][CH:16]=[CH:15][C:14]=1B(O)O.C([O-])(O)=O.[Na+]. (4) Given the product [ClH:1].[ClH:1].[N:2]12[CH2:9][C@H:6]([CH2:7][CH2:8]1)[CH2:5][C@@H:4]([NH2:12])[CH2:3]2, predict the reactants needed to synthesize it. The reactants are: [ClH:1].[N:2]12[CH2:9][CH:6]([CH2:7][CH2:8]1)[CH2:5][C:4](=O)[CH2:3]2.Cl.[NH2:12]O.O.O.O.C([O-])(=O)C.[Na+].[Na]. (5) Given the product [CH2:1]([NH:14][CH2:13][CH:12]([O:15][CH2:16][CH3:17])[O:11][CH2:9][CH3:10])[C:2]1[CH:7]=[CH:6][CH:5]=[CH:4][CH:3]=1, predict the reactants needed to synthesize it. The reactants are: [CH:1](=O)[C:2]1[CH:7]=[CH:6][CH:5]=[CH:4][CH:3]=1.[CH2:9]([O:11][CH:12]([O:15][CH2:16][CH3:17])[CH2:13][NH2:14])[CH3:10].C(O[BH-](OC(=O)C)OC(=O)C)(=O)C. (6) Given the product [CH3:7][O:6][C:4](=[O:5])[C:3]1[CH:8]=[C:9]([O:12][CH2:15][CH2:14][Cl:13])[CH:10]=[CH:11][C:2]=1[OH:1], predict the reactants needed to synthesize it. The reactants are: [OH:1][C:2]1[CH:11]=[CH:10][C:9]([OH:12])=[CH:8][C:3]=1[C:4]([O:6][CH3:7])=[O:5].[Cl:13][CH2:14][CH2:15]Cl.C(=O)([O-])[O-].[K+].[K+]. (7) Given the product [O:12]1[CH2:13][CH2:14][O:15][CH:11]1[C:8]1[CH:9]=[CH:10][C:5]([C:16]2([OH:22])[CH2:21][CH2:20][CH2:19][CH2:18][CH2:17]2)=[CH:6][CH:7]=1, predict the reactants needed to synthesize it. The reactants are: [Mg].II.Br[C:5]1[CH:10]=[CH:9][C:8]([CH:11]2[O:15][CH2:14][CH2:13][O:12]2)=[CH:7][CH:6]=1.[C:16]1(=[O:22])[CH2:21][CH2:20][CH2:19][CH2:18][CH2:17]1. (8) Given the product [O:1]1[CH2:6][CH2:5][N:4]([CH2:7][C:8]2[CH:9]=[C:12]([C:13]([O:15][CH2:16][CH3:17])=[O:14])[NH:24][N:23]=2)[CH2:3][CH2:2]1, predict the reactants needed to synthesize it. The reactants are: [O:1]1[CH2:6][CH2:5][N:4]([CH2:7][C:8](=O)[CH3:9])[CH2:3][CH2:2]1.[Na].[C:12](OCC)(=O)[C:13]([O:15][CH2:16][CH3:17])=[O:14].Cl.[NH2:23][NH2:24].